This data is from Forward reaction prediction with 1.9M reactions from USPTO patents (1976-2016). The task is: Predict the product of the given reaction. (1) Given the reactants Br[C:2]1[CH:14]=[CH:13][C:5]([O:6][CH2:7][C:8]([O:10]CC)=[O:9])=[C:4]([C:15]([C:17]2[CH:18]=[N:19][N:20]([C:22]3[CH:27]=[CH:26][CH:25]=[CH:24][CH:23]=3)[CH:21]=2)=[O:16])[CH:3]=1.[Cl:28][C:29]1[CH:34]=[CH:33][C:32](B(O)O)=[CH:31][CH:30]=1, predict the reaction product. The product is: [Cl:28][C:29]1[CH:34]=[CH:33][C:32]([C:2]2[CH:14]=[CH:13][C:5]([O:6][CH2:7][C:8]([OH:10])=[O:9])=[C:4]([C:15]([C:17]3[CH:18]=[N:19][N:20]([C:22]4[CH:23]=[CH:24][CH:25]=[CH:26][CH:27]=4)[CH:21]=3)=[O:16])[CH:3]=2)=[CH:31][CH:30]=1. (2) Given the reactants [NH:1]1[C:5]2[CH:6]=[C:7]([C:9]([O:11]C)=[O:10])[S:8][C:4]=2[CH:3]=[N:2]1.O[Li].O.Cl, predict the reaction product. The product is: [NH:1]1[C:5]2[CH:6]=[C:7]([C:9]([OH:11])=[O:10])[S:8][C:4]=2[CH:3]=[N:2]1. (3) Given the reactants [N:1]1([CH2:7][CH2:8][CH2:9][C:10]2[N:15]=[C:14]([CH2:16]O)[CH:13]=[CH:12][CH:11]=2)[CH2:6][CH2:5][O:4][CH2:3][CH2:2]1.C(N(C(C)C)CC)(C)C.CS([Cl:31])(=O)=O, predict the reaction product. The product is: [Cl:31][CH2:16][C:14]1[N:15]=[C:10]([CH2:9][CH2:8][CH2:7][N:1]2[CH2:6][CH2:5][O:4][CH2:3][CH2:2]2)[CH:11]=[CH:12][CH:13]=1. (4) The product is: [Cl:10][C:6]1[CH:7]=[CH:8][CH:9]=[C:4]([N:1]2[CH:16]=[C:15]([Si:12]([CH3:14])([CH3:13])[CH3:11])[N:3]=[N:2]2)[N:5]=1. Given the reactants [N:1]([C:4]1[CH:9]=[CH:8][CH:7]=[C:6]([Cl:10])[N:5]=1)=[N+:2]=[N-:3].[CH3:11][Si:12]([C:15]#[CH:16])([CH3:14])[CH3:13].O=C1O[C@H]([C@H](CO)O)C([O-])=C1O.[Na+], predict the reaction product. (5) Given the reactants [CH3:1][O:2][C:3]1[CH:4]=[C:5]2[C:10](=[C:11]([CH:13]=[CH2:14])[CH:12]=1)[C:9](=[O:15])[CH2:8][CH2:7][C:6]2([CH3:17])[CH3:16], predict the reaction product. The product is: [CH2:13]([C:11]1[CH:12]=[C:3]([O:2][CH3:1])[CH:4]=[C:5]2[C:10]=1[C:9](=[O:15])[CH2:8][CH2:7][C:6]2([CH3:16])[CH3:17])[CH3:14].